Task: Predict which catalyst facilitates the given reaction.. Dataset: Catalyst prediction with 721,799 reactions and 888 catalyst types from USPTO (1) Product: [CH2:9]([N:3]1[CH2:4][CH2:5][O:1][C:2]1=[O:6])[CH2:8][C:7]#[CH:12]. The catalyst class is: 689. Reactant: [O:1]1[CH2:5][CH2:4][NH:3][C:2]1=[O:6].[C:7]1(C)[CH:12]=CC=[CH:9][CH:8]=1. (2) Reactant: [C:1]([O:5][C:6](=[O:17])[CH2:7][C@@:8]1([C:14]([OH:16])=[O:15])[C@H:12]([CH3:13])[CH2:11][NH:10][CH2:9]1)([CH3:4])([CH3:3])[CH3:2].[CH:18](=O)[C:19]1[CH:24]=[CH:23][CH:22]=[CH:21][CH:20]=1.C(O)(=O)C.C(O[BH-](OC(=O)C)OC(=O)C)(=O)C.[Na+]. Product: [CH2:18]([N:10]1[CH2:11][C@H:12]([CH3:13])[C@:8]([CH2:7][C:6]([O:5][C:1]([CH3:2])([CH3:3])[CH3:4])=[O:17])([C:14]([OH:16])=[O:15])[CH2:9]1)[C:19]1[CH:24]=[CH:23][CH:22]=[CH:21][CH:20]=1. The catalyst class is: 5. (3) Reactant: [N:1]12[CH2:8][CH2:7][CH:4]([CH2:5][CH2:6]1)[C@@H:3]([OH:9])[CH2:2]2.[Na].[Na].N12CCC(CC1)[C@@H](O)C2.[Br:21][C:22]1[CH:27]=[CH:26][C:25]([C:28]2[CH:33]=[CH:32][CH:31]=[CH:30][CH:29]=2)=[C:24]([N:34]=[C:35]=[O:36])[CH:23]=1. Product: [N:1]12[CH2:8][CH2:7][CH:4]([CH2:5][CH2:6]1)[C@@H:3]([O:9][C:35](=[O:36])[NH:34][C:24]1[CH:23]=[C:22]([Br:21])[CH:27]=[CH:26][C:25]=1[C:28]1[CH:33]=[CH:32][CH:31]=[CH:30][CH:29]=1)[CH2:2]2. The catalyst class is: 11. (4) Reactant: [C:1]1(=[O:14])[C:6]2[CH:7]=[C:8]3[N:13]([C:5]=2[CH:4]=[CH:3][NH:2]1)[CH2:12][CH2:11][CH2:10][CH2:9]3.Br[C:16]1[N:23]=[CH:22][CH:21]=[C:20]([Cl:24])[C:17]=1[CH:18]=[O:19].COC1C2C(=C3C(=CC=2)C(OC)=CC=N3)N=CC=1.C([O-])([O-])=O.[K+].[K+]. Product: [Cl:24][C:20]1[C:17]([CH:18]=[O:19])=[C:16]([N:2]2[CH:3]=[CH:4][C:5]3[N:13]4[C:8]([CH2:9][CH2:10][CH2:11][CH2:12]4)=[CH:7][C:6]=3[C:1]2=[O:14])[N:23]=[CH:22][CH:21]=1. The catalyst class is: 321.